From a dataset of Forward reaction prediction with 1.9M reactions from USPTO patents (1976-2016). Predict the product of the given reaction. (1) Given the reactants [CH3:1][O:2][CH2:3][CH2:4]Br.[OH:6][C@:7]1([C:18]2[CH:25]=[CH:24][C:21]([C:22]#[N:23])=[C:20]([CH2:26][C:27]3[CH:32]=[CH:31][C:30]([OH:33])=[CH:29][CH:28]=3)[CH:19]=2)[O:15][C@H:14]([CH2:16][OH:17])[C@@H:12]([OH:13])[C@H:10]([OH:11])[C@H:8]1[OH:9].C(=O)([O-])[O-].[Cs+].[Cs+].O, predict the reaction product. The product is: [OH:6][C@:7]1([C:18]2[CH:25]=[CH:24][C:21]([C:22]#[N:23])=[C:20]([CH2:26][C:27]3[CH:28]=[CH:29][C:30]([O:33][CH2:4][CH2:3][O:2][CH3:1])=[CH:31][CH:32]=3)[CH:19]=2)[O:15][C@H:14]([CH2:16][OH:17])[C@@H:12]([OH:13])[C@H:10]([OH:11])[C@H:8]1[OH:9]. (2) Given the reactants [OH:1][CH2:2][C:3]1[CH:4]=[CH:5][C:6](/[CH:9]=[CH:10]/[C:11]([O:13]CC)=[O:12])=[N:7][CH:8]=1.[CH3:16][CH:17](CC1C=CC(CO)=CC=1)C(O)=O, predict the reaction product. The product is: [CH2:16]([CH:10]([CH2:9][C:6]1[CH:5]=[CH:4][C:3]([CH2:2][OH:1])=[CH:8][N:7]=1)[C:11]([OH:13])=[O:12])[CH3:17]. (3) Given the reactants [OH:1][C:2]12[C:13]3[C:8](=[C:9]([N+:14]([O-])=O)[CH:10]=[CH:11][CH:12]=3)[C:7](=[O:17])[C:6]1([NH:18][C:19]([C:21]1[CH:22]=[C:23]3[C:27](=[CH:28][CH:29]=1)[NH:26][N:25]=[CH:24]3)=[O:20])[C:5]1[CH:30]=[CH:31][C:32]([CH:34]([CH3:36])[CH3:35])=[CH:33][C:4]=1[O:3]2.C(O)C, predict the reaction product. The product is: [NH2:14][C:9]1[CH:10]=[CH:11][CH:12]=[C:13]2[C:8]=1[C:7](=[O:17])[C:6]1([NH:18][C:19]([C:21]3[CH:22]=[C:23]4[C:27](=[CH:28][CH:29]=3)[NH:26][N:25]=[CH:24]4)=[O:20])[C:5]3[CH:30]=[CH:31][C:32]([CH:34]([CH3:35])[CH3:36])=[CH:33][C:4]=3[O:3][C:2]12[OH:1]. (4) Given the reactants [CH3:1][N:2]1[CH2:6][C:5]23[CH:11]([CH2:12][CH2:13][CH:4]2[CH2:3]1)[C:10]1[CH:14]=[CH:15][C:16]([C:18]2[CH:19]=[C:20]([C:24](=O)[CH3:25])[CH:21]=[CH:22][CH:23]=2)=[CH:17][C:9]=1[CH2:8][CH2:7]3.Cl.[NH2:28][OH:29].N1C=CC=CC=1, predict the reaction product. The product is: [CH3:1][N:2]1[CH2:6][C:5]23[CH:11]([CH2:12][CH2:13][CH:4]2[CH2:3]1)[C:10]1[CH:14]=[CH:15][C:16]([C:18]2[CH:19]=[C:20]([C:24](=[N:28][OH:29])[CH3:25])[CH:21]=[CH:22][CH:23]=2)=[CH:17][C:9]=1[CH2:8][CH2:7]3. (5) Given the reactants [CH2:1]([CH:3]([CH2:48][CH2:49][CH2:50][CH3:51])[CH2:4][Si:5]1([CH2:40][CH:41]([CH2:46][CH3:47])[CH2:42][CH2:43][CH2:44][CH3:45])[C:27]2[CH:26]=[C:25]([C:28]3[C:33]4=[N:34][S:35][N:36]=[C:32]4[C:31](I)=[C:30]([F:38])[C:29]=3[F:39])[S:24][C:23]=2[C:7]2[S:8][C:9]([C:11]3[C:16]4=[N:17][S:18][N:19]=[C:15]4[C:14](I)=[C:13]([F:21])[C:12]=3[F:22])=[CH:10][C:6]1=2)[CH3:2].[CH2:52]([C:58]1[S:62][C:61]([C:63]2[S:64][C:65](B3OC(C)(C)C(C)(C)O3)=[CH:66][CH:67]=2)=[CH:60][CH:59]=1)[CH2:53][CH2:54][CH2:55][CH2:56][CH3:57], predict the reaction product. The product is: [CH2:1]([CH:3]([CH2:48][CH2:49][CH2:50][CH3:51])[CH2:4][Si:5]1([CH2:40][CH:41]([CH2:46][CH3:47])[CH2:42][CH2:43][CH2:44][CH3:45])[C:27]2[CH:26]=[C:25]([C:28]3[C:33]4=[N:34][S:35][N:36]=[C:32]4[C:31]([C:65]4[S:64][C:63]([C:61]5[S:62][C:58]([CH2:52][CH2:53][CH2:54][CH2:55][CH2:56][CH3:57])=[CH:59][CH:60]=5)=[CH:67][CH:66]=4)=[C:30]([F:38])[C:29]=3[F:39])[S:24][C:23]=2[C:7]2[S:8][C:9]([C:11]3[C:16]4=[N:17][S:18][N:19]=[C:15]4[C:14]([C:25]4[S:24][C:23]([C:7]5[S:8][C:9]([CH2:11][CH2:12][CH2:13][CH2:14][CH2:15][CH3:16])=[CH:10][CH:6]=5)=[CH:27][CH:26]=4)=[C:13]([F:21])[C:12]=3[F:22])=[CH:10][C:6]1=2)[CH3:2]. (6) Given the reactants Cl[CH2:2][C:3]1[S:4][C:5]2[C:10]([N:11]=1)=[CH:9][CH:8]=[CH:7][N:6]=2.[N:12]1([C:18]2[CH:23]=[CH:22][C:21]([OH:24])=[CH:20][CH:19]=2)[CH2:17][CH2:16][NH:15][CH2:14][CH2:13]1.CC(=O)OCC, predict the reaction product. The product is: [N:11]1[C:10]2[C:5](=[N:6][CH:7]=[CH:8][CH:9]=2)[S:4][C:3]=1[CH2:2][N:15]1[CH2:14][CH2:13][N:12]([C:18]2[CH:19]=[CH:20][C:21]([OH:24])=[CH:22][CH:23]=2)[CH2:17][CH2:16]1. (7) Given the reactants [Li+].C[Si]([N-][Si](C)(C)C)(C)C.[Br:11][C:12]1[CH:17]=[CH:16][C:15]([C:18]2[O:22][CH:21]=[N:20][C:19]=2[CH3:23])=[CH:14][C:13]=1[F:24].[Cl:25]C(Cl)(Cl)C(Cl)(Cl)Cl, predict the reaction product. The product is: [Br:11][C:12]1[CH:17]=[CH:16][C:15]([C:18]2[O:22][C:21]([Cl:25])=[N:20][C:19]=2[CH3:23])=[CH:14][C:13]=1[F:24]. (8) Given the reactants Br[C:2]1[CH:7]=[CH:6][C:5]([NH:8][C:9]2[CH:14]=[CH:13][C:12]([C:15]3[CH:20]=[CH:19][CH:18]=[CH:17][CH:16]=3)=[CH:11][CH:10]=2)=[CH:4][CH:3]=1.[C:21]1([N:27]2[C:39]3[CH:38]=[CH:37][C:36](B4OC(C)(C)C(C)(C)O4)=[CH:35][C:34]=3[C:33]3[C:28]2=[CH:29][CH:30]=[CH:31][CH:32]=3)[CH:26]=[CH:25][CH:24]=[CH:23][CH:22]=1.C([O-])([O-])=O.[Na+].[Na+].CCO, predict the reaction product. The product is: [C:28]1([N:27]2[C:39]3[CH:38]=[CH:37][C:36]([C:2]4[CH:3]=[CH:4][C:5]([NH:8][C:9]5[CH:14]=[CH:13][C:12]([C:15]6[CH:20]=[CH:19][CH:18]=[CH:17][CH:16]=6)=[CH:11][CH:10]=5)=[CH:6][CH:7]=4)=[CH:35][C:34]=3[C:22]3[C:21]2=[CH:26][CH:25]=[CH:24][CH:23]=3)[CH:29]=[CH:30][CH:31]=[CH:32][CH:33]=1.